From a dataset of Catalyst prediction with 721,799 reactions and 888 catalyst types from USPTO. Predict which catalyst facilitates the given reaction. (1) Reactant: [NH2:1][C:2]1[CH:3]=[C:4]2[C:8](=[CH:9][C:10]=1[NH2:11])[C:7](=[O:12])[N:6]([CH2:13][CH2:14][N:15]([CH3:17])[CH3:16])[C:5]2=[O:18].[CH3:19][O:20][C:21]1[N:28]=[CH:27][CH:26]=[C:25]([O:29][CH:30]([CH3:38])[CH2:31][C:32]2[CH:37]=[CH:36][CH:35]=[CH:34][CH:33]=2)[C:22]=1[CH:23]=O. Product: [CH3:17][N:15]([CH3:16])[CH2:14][CH2:13][N:6]1[C:5](=[O:18])[C:4]2[CH:3]=[C:2]3[NH:1][C:23]([C:22]4[C:21]([O:20][CH3:19])=[N:28][CH:27]=[CH:26][C:25]=4[O:29][CH:30]([CH3:38])[CH2:31][C:32]4[CH:37]=[CH:36][CH:35]=[CH:34][CH:33]=4)=[N:11][C:10]3=[CH:9][C:8]=2[C:7]1=[O:12]. The catalyst class is: 130. (2) Reactant: [F:1][C:2]1[CH:10]=[CH:9][CH:8]=[C:7]([F:11])[C:3]=1[C:4](Cl)=[O:5].C([O-])(O)=O.[Na+].Cl.[Cl:18][C:19]1[CH:24]=[CH:23][C:22]([C:25]2([CH3:29])[CH2:27][CH:26]2[NH2:28])=[CH:21][CH:20]=1.CCOC(C)=O. Product: [Cl:18][C:19]1[CH:20]=[CH:21][C:22]([C@@:25]2([CH3:29])[CH2:27][C@H:26]2[NH:28][C:4](=[O:5])[C:3]2[C:2]([F:1])=[CH:10][CH:9]=[CH:8][C:7]=2[F:11])=[CH:23][CH:24]=1. The catalyst class is: 4. (3) Reactant: [C:1]1([S:7]([C:10]2[CH:18]=[C:17]([F:19])[C:16]3[N:15]([CH3:20])[C:14]4[CH2:21][CH:22]5[NH:26][CH:25]([C:13]=4[C:12]=3[C:11]=2C(OC(C)(C)C)=O)[CH2:24][CH2:23]5)(=[O:9])=[O:8])[CH:6]=[CH:5][CH:4]=[CH:3][CH:2]=1.[ClH:34]. Product: [ClH:34].[C:1]1([S:7]([C:10]2[CH:11]=[C:12]3[C:16](=[C:17]([F:19])[CH:18]=2)[N:15]([CH3:20])[C:14]2[CH2:21][CH:22]4[NH:26][CH:25]([C:13]3=2)[CH2:24][CH2:23]4)(=[O:9])=[O:8])[CH:2]=[CH:3][CH:4]=[CH:5][CH:6]=1. The catalyst class is: 27. (4) Reactant: Cl.[NH2:2][C@@H:3]([CH2:8][C:9]1[CH:14]=[CH:13][C:12]([I:15])=[CH:11][CH:10]=1)[C:4]([O:6][CH3:7])=[O:5].[C:16]([O-])(=[O:18])[CH3:17].[Na+].C(OC(=O)C)(=O)C. Product: [C:16]([NH:2][C@@H:3]([CH2:8][C:9]1[CH:10]=[CH:11][C:12]([I:15])=[CH:13][CH:14]=1)[C:4]([O:6][CH3:7])=[O:5])(=[O:18])[CH3:17]. The catalyst class is: 33. (5) Reactant: [N+:1]([C:4]1[CH:17]=[CH:16][C:7]([O:8][C:9]2[CH:10]=[C:11]([CH:13]=[CH:14][CH:15]=2)[NH2:12])=[CH:6][CH:5]=1)([O-:3])=[O:2].[C:18]([C:20]1([C:23]2[CH:24]=[C:25]([CH:29]=[CH:30][CH:31]=2)[C:26](O)=[O:27])[CH2:22][CH2:21]1)#[N:19].Cl.C(N=C=NCCCN(C)C)C. Product: [C:18]([C:20]1([C:23]2[CH:24]=[C:25]([CH:29]=[CH:30][CH:31]=2)[C:26]([NH:12][C:11]2[CH:13]=[CH:14][CH:15]=[C:9]([O:8][C:7]3[CH:16]=[CH:17][C:4]([N+:1]([O-:3])=[O:2])=[CH:5][CH:6]=3)[CH:10]=2)=[O:27])[CH2:21][CH2:22]1)#[N:19]. The catalyst class is: 341. (6) Reactant: [CH3:1][N:2]1[C:10]2[C:5](=[CH:6][CH:7]=[CH:8][CH:9]=2)[CH:4]=[C:3]1[C:11](Cl)=[O:12].[NH2:14][C:15]1[C:20]2[C:21]([C:24]3[CH:29]=[CH:28][C:27]([NH2:30])=[C:26]([O:31][CH3:32])[CH:25]=3)=[CH:22][S:23][C:19]=2[C:18]([NH:33][C:34](=[O:42])[CH2:35][CH2:36][N:37]2[CH2:41][CH2:40][CH2:39][CH2:38]2)=[CH:17][N:16]=1. Product: [NH2:14][C:15]1[C:20]2[C:21]([C:24]3[CH:29]=[CH:28][C:27]([NH:30][C:11]([C:3]4[N:2]([CH3:1])[C:10]5[C:5]([CH:4]=4)=[CH:6][CH:7]=[CH:8][CH:9]=5)=[O:12])=[C:26]([O:31][CH3:32])[CH:25]=3)=[CH:22][S:23][C:19]=2[C:18]([NH:33][C:34](=[O:42])[CH2:35][CH2:36][N:37]2[CH2:41][CH2:40][CH2:39][CH2:38]2)=[CH:17][N:16]=1. The catalyst class is: 272. (7) Product: [CH3:1][O:2][C:3]1[N:8]=[C:7]2[N:9]([C:12]3[CH:13]=[CH:14][CH:15]=[CH:16][CH:17]=3)[C:10](=[O:24])[CH2:11][C:6]2=[CH:5][CH:4]=1. Reactant: [CH3:1][O:2][C:3]1[N:8]=[C:7]2[N:9]([C:12]3[CH:17]=[CH:16][CH:15]=[CH:14][CH:13]=3)[CH:10]=[CH:11][C:6]2=[CH:5][CH:4]=1.ClN1C(=[O:24])CCC1=O. The catalyst class is: 2.